This data is from Forward reaction prediction with 1.9M reactions from USPTO patents (1976-2016). The task is: Predict the product of the given reaction. (1) The product is: [Br:1][C:2]1[CH:7]=[CH:6][C:5]([C@@H:8]([N:10]2[CH2:11][CH2:12][C:13]3([CH2:14][CH2:15][C:16]4([O:17][CH2:18][C:19]([CH3:23])([CH3:22])[CH2:20][O:21]4)[CH2:24][CH2:25]3)[O:26][C:28]2=[O:30])[CH3:9])=[CH:4][CH:3]=1.[Br:1][C:2]1[CH:3]=[CH:4][C:5]([C@@H:8]([N:10]2[CH2:11][CH2:12][C:13]3([CH2:14][CH2:15][C:16](=[O:21])[CH2:24][CH2:25]3)[O:26][C:28]2=[O:30])[CH3:9])=[CH:6][CH:7]=1. Given the reactants [Br:1][C:2]1[CH:7]=[CH:6][C:5]([C@@H:8]([NH:10][CH2:11][CH2:12][C:13]2([OH:26])[CH2:25][CH2:24][C:16]3([O:21][CH2:20][C:19]([CH3:23])([CH3:22])[CH2:18][O:17]3)[CH2:15][CH2:14]2)[CH3:9])=[CH:4][CH:3]=1.Cl[C:28](Cl)([O:30]C(=O)OC(Cl)(Cl)Cl)Cl, predict the reaction product. (2) Given the reactants [Cl:1][C:2]1[CH:3]=[C:4]([CH:10]([C:23]([F:26])([F:25])[F:24])/[CH:11]=[CH:12]/[C:13]2[CH:14]=[C:15]3[C:19](=[CH:20][CH:21]=2)[N:18]([NH2:22])[CH2:17][CH2:16]3)[CH:5]=[C:6]([Cl:9])[C:7]=1[F:8].[F:27][C:28]([F:34])([F:33])[CH2:29][C:30](O)=[O:31].C1CN([P+](ON2N=NC3C=CC=CC2=3)(N2CCCC2)N2CCCC2)CC1.F[P-](F)(F)(F)(F)F.CCN(C(C)C)C(C)C, predict the reaction product. The product is: [Cl:1][C:2]1[CH:3]=[C:4]([CH:10]([C:23]([F:24])([F:25])[F:26])/[CH:11]=[CH:12]/[C:13]2[CH:14]=[C:15]3[C:19](=[CH:20][CH:21]=2)[N:18]([NH:22][C:30](=[O:31])[CH2:29][C:28]([F:34])([F:33])[F:27])[CH2:17][CH2:16]3)[CH:5]=[C:6]([Cl:9])[C:7]=1[F:8]. (3) Given the reactants S(=O)(=O)(O)O.[OH:6][C:7]1[CH:12]=[CH:11][C:10]([CH2:13][C:14]([OH:16])=[O:15])=[CH:9][C:8]=1[O:17][CH3:18].[CH3:19]O, predict the reaction product. The product is: [CH3:19][O:15][C:14](=[O:16])[CH2:13][C:10]1[CH:11]=[CH:12][C:7]([OH:6])=[C:8]([O:17][CH3:18])[CH:9]=1. (4) Given the reactants [C:1](OC(=O)CCC1C=CC(OC(=O)N(C)C)=CC=1)(C)(C)C.C([O:26][C:27](=[O:55])[CH:28]([NH:42][C:43]1[C:48]([NH2:49])=[CH:47][N:46]=[C:45]([N:50]([CH2:53][CH3:54])[CH2:51][CH3:52])[N:44]=1)[CH2:29][C:30]1[CH:35]=[CH:34][C:33]([O:36][C:37](=[O:41])[N:38]([CH3:40])[CH3:39])=[CH:32][CH:31]=1)(C)(C)C.[F:56][C:57]1[CH:62]=[CH:61][C:60]([S:63](Cl)(=[O:65])=[O:64])=[CH:59][CH:58]=1.CN(C)CCCN, predict the reaction product. The product is: [CH2:53]([N:50]([CH2:51][CH3:52])[C:45]1[N:44]=[C:43]([NH:42][CH:28]([CH2:29][C:30]2[CH:35]=[CH:34][C:33]([O:36][C:37](=[O:41])[N:38]([CH3:39])[CH3:40])=[CH:32][CH:31]=2)[C:27]([OH:26])=[O:55])[C:48]([NH:49][CH2:1][S:63]([C:60]2[CH:61]=[CH:62][C:57]([F:56])=[CH:58][CH:59]=2)(=[O:65])=[O:64])=[CH:47][N:46]=1)[CH3:54]. (5) Given the reactants [CH3:1][O:2][C:3]1C=C(O)[CH:6]=[CH:7][CH:8]=1.[H-].[Na+].[CH2:12]([O:14][C:15](=[O:31])[C:16]([C:29]#[N:30])=[CH:17][C:18]1[CH:23]=[C:22]([O:24][CH3:25])[C:21]([O:26][CH3:27])=[C:20]([Br:28])[CH:19]=1)[CH3:13], predict the reaction product. The product is: [C:29]([C:16]1[C:15](=[O:31])[O:14][C:12]2[C:6]([C:17]=1[C:18]1[CH:23]=[C:22]([O:24][CH3:25])[C:21]([O:26][CH3:27])=[C:20]([Br:28])[CH:19]=1)=[CH:7][CH:8]=[C:3]([O:2][CH3:1])[CH:13]=2)#[N:30]. (6) Given the reactants [O:1]1[CH:5]=[N:4][N:3]=[C:2]1[C:6]1[N:7]=[C:8]2[CH:17]=[CH:16][C:15]3[C:14]([C:18]([F:21])([F:20])[F:19])=[CH:13][C:12](=O)[NH:11][C:10]=3[N:9]2[CH:23]=1.O=P(Cl)(Cl)[Cl:26], predict the reaction product. The product is: [Cl:26][C:12]1[CH:13]=[C:14]([C:18]([F:21])([F:20])[F:19])[C:15]2[CH:16]=[CH:17][C:8]3[N:9]([CH:23]=[C:6]([C:2]4[O:1][CH:5]=[N:4][N:3]=4)[N:7]=3)[C:10]=2[N:11]=1. (7) Given the reactants C(OC([N:8]1[C@@H:12]([CH2:13][N:14]([CH2:21][CH3:22])[C:15]2[CH:20]=[CH:19][CH:18]=[CH:17][CH:16]=2)[CH2:11][O:10]C1(C)C)=O)(C)(C)C.Cl, predict the reaction product. The product is: [NH2:8][C@@H:12]([CH2:13][N:14]([CH2:21][CH3:22])[C:15]1[CH:20]=[CH:19][CH:18]=[CH:17][CH:16]=1)[CH2:11][OH:10].